From a dataset of Reaction yield outcomes from USPTO patents with 853,638 reactions. Predict the reaction yield, written as a fraction of the theoretical maximum amount of product (1.0 means a 100% yield; for example, 0.34 means a 34% yield). (1) The reactants are [C:1]([C:4](=[C:10](OCC)[CH3:11])[C:5]([O:7][CH2:8][CH3:9])=[O:6])(=O)[CH3:2].C(O)(=O)C.[CH:19]([NH2:21])=[NH:20].[O-]CC.[Na+]. The catalyst is C(O)C. The product is [CH3:2][C:1]1[C:4]([C:5]([O:7][CH2:8][CH3:9])=[O:6])=[C:10]([CH3:11])[N:21]=[CH:19][N:20]=1. The yield is 0.760. (2) The reactants are [C:1]1([CH:8]=[CH:7][C:5]([OH:6])=[CH:4][CH:3]=1)[OH:2].Br[CH2:10][CH:11]([CH2:16][CH3:17])[CH2:12][CH2:13][CH2:14][CH3:15].[OH-].[K+].[CH2:20]([CH:22]([CH2:25][CH2:26][CH2:27][CH3:28])[CH2:23]O)[CH3:21]. The catalyst is O. The product is [CH2:16]([CH:11]([CH2:12][CH2:13][CH2:14][CH3:15])[CH2:10][O:2][C:1]1[CH:8]=[CH:7][C:5]([O:6][CH2:23][CH:22]([CH2:20][CH3:21])[CH2:25][CH2:26][CH2:27][CH3:28])=[CH:4][CH:3]=1)[CH3:17]. The yield is 0.420. (3) No catalyst specified. The yield is 0.500. The reactants are [NH2:1][C:2]1[CH:10]=[C:6]([C:7]([OH:9])=[O:8])[C:5]([OH:11])=[CH:4][CH:3]=1.[F:12][C:13]([F:23])([F:22])[C:14]1[CH:21]=[CH:20][C:17]([CH2:18]Cl)=[CH:16][CH:15]=1. The product is [F:12][C:13]([F:22])([F:23])[C:14]1[CH:21]=[CH:20][C:17]([CH2:18][NH:1][C:2]2[CH:10]=[C:6]([C:7]([OH:9])=[O:8])[C:5]([OH:11])=[CH:4][CH:3]=2)=[CH:16][CH:15]=1. (4) The reactants are [CH3:1][O:2][C:3]([C:5]1[C:10]([CH:11]=[CH2:12])=[C:9]([NH2:13])[N:8]=[C:7]([C:14]2[CH:19]=[CH:18][C:17]([Cl:20])=[C:16]([O:21][CH3:22])[C:15]=2F)[N:6]=1)=[O:4].[Br:24]N1C(=O)CCC1=O.[FH:32].[FH:33].F.C(N(CC)CC)C.C(=O)(O)[O-].[Na+]. The catalyst is ClCCl.O. The product is [CH3:1][O:2][C:3]([C:5]1[C:10]([CH:11]([F:32])[CH2:12][Br:24])=[C:9]([NH2:13])[N:8]=[C:7]([C:14]2[CH:19]=[CH:18][C:17]([Cl:20])=[C:16]([O:21][CH3:22])[C:15]=2[F:33])[N:6]=1)=[O:4]. The yield is 0.446.